This data is from Full USPTO retrosynthesis dataset with 1.9M reactions from patents (1976-2016). The task is: Predict the reactants needed to synthesize the given product. (1) Given the product [CH3:30][C:27]([CH3:28])([CH3:29])[CH2:26][CH2:25][C@:15]1([CH3:24])[C:16]2[C:21](=[CH:20][CH:19]=[CH:18][CH:17]=2)[C:22]([OH:23])=[C:13]([C:8]2[NH:7][C:6]3[CH:32]=[CH:33][C:3]([NH:2][S:34]([CH3:37])(=[O:36])=[O:35])=[CH:4][C:5]=3[S:10](=[O:12])(=[O:11])[N:9]=2)[C:14]1=[O:31], predict the reactants needed to synthesize it. The reactants are: Cl.[NH2:2][C:3]1[CH:33]=[CH:32][C:6]2[NH:7][C:8]([C:13]3[C:14](=[O:31])[C@@:15]([CH2:25][CH2:26][C:27]([CH3:30])([CH3:29])[CH3:28])([CH3:24])[C:16]4[C:21]([C:22]=3[OH:23])=[CH:20][CH:19]=[CH:18][CH:17]=4)=[N:9][S:10](=[O:12])(=[O:11])[C:5]=2[CH:4]=1.[S:34](Cl)([CH3:37])(=[O:36])=[O:35].N1C=CC=CC=1. (2) Given the product [CH2:9]([O:16][C:17]1[CH:22]=[CH:21][N:20]([C:23]2[S:24][C:25]([C:29]([NH:8][CH2:7][C:5]3[O:6][C:2]([CH3:1])=[CH:3][CH:4]=3)=[O:30])=[C:26]([CH3:28])[N:27]=2)[C:19](=[O:32])[CH:18]=1)[C:10]1[CH:15]=[CH:14][CH:13]=[CH:12][CH:11]=1, predict the reactants needed to synthesize it. The reactants are: [CH3:1][C:2]1[O:6][C:5]([CH2:7][NH2:8])=[CH:4][CH:3]=1.[CH2:9]([O:16][C:17]1[CH:22]=[CH:21][N:20]([C:23]2[S:24][C:25]([C:29](O)=[O:30])=[C:26]([CH3:28])[N:27]=2)[C:19](=[O:32])[CH:18]=1)[C:10]1[CH:15]=[CH:14][CH:13]=[CH:12][CH:11]=1.